From a dataset of Full USPTO retrosynthesis dataset with 1.9M reactions from patents (1976-2016). Predict the reactants needed to synthesize the given product. (1) Given the product [Br:1][C:2]1[C:3]([F:12])=[CH:4][C:5]([OH:11])=[C:6]([C:8](=[O:10])[CH:9]=[CH:13][C:14]2[CH:19]=[CH:18][CH:17]=[CH:16][CH:15]=2)[CH:7]=1, predict the reactants needed to synthesize it. The reactants are: [Br:1][C:2]1[C:3]([F:12])=[CH:4][C:5]([OH:11])=[C:6]([C:8](=[O:10])[CH3:9])[CH:7]=1.[CH:13](=O)[C:14]1[CH:19]=[CH:18][CH:17]=[CH:16][CH:15]=1.[OH-].[Na+]. (2) Given the product [N:21]1([S:12]([C:7]2[CH:8]=[C:9]3[C:4](=[CH:5][CH:6]=2)[NH:3][C:2](=[O:1])[C:10]3=[O:11])(=[O:14])=[O:13])[CH2:25][CH2:24][CH2:23][CH2:22]1, predict the reactants needed to synthesize it. The reactants are: [O:1]=[C:2]1[C:10](=[O:11])[C:9]2[C:4](=[CH:5][CH:6]=[C:7]([S:12](Cl)(=[O:14])=[O:13])[CH:8]=2)[NH:3]1.C1COCC1.[NH:21]1[CH2:25][CH2:24][CH2:23][CH2:22]1.C(N(CC)C(C)C)(C)C.